Task: Binary Classification. Given a T-cell receptor sequence (or CDR3 region) and an epitope sequence, predict whether binding occurs between them.. Dataset: TCR-epitope binding with 47,182 pairs between 192 epitopes and 23,139 TCRs The epitope is QYDPVAALF. The TCR CDR3 sequence is CASSVRTGELFF. Result: 0 (the TCR does not bind to the epitope).